Dataset: Experimentally validated miRNA-target interactions with 360,000+ pairs, plus equal number of negative samples. Task: Binary Classification. Given a miRNA mature sequence and a target amino acid sequence, predict their likelihood of interaction. (1) The miRNA is hsa-miR-362-3p with sequence AACACACCUAUUCAAGGAUUCA. The protein sequence of the target gene is MAAWAPCRRWGWAAVSFGRHPGLSASLARKPPRAWWLSACRQKASLSFLNRSELPNLAYKRLKGKTPGIIFIPGYLSNMNGIKAVAVEEFCKSLGHAFIRFDYSGIGSSDGNLAECTVGKWRKDVLSILDDVAEGPQILVGSSLGGWLMLHAAIARPEKVIALIGIATAADGLVTQYHALPVETQKEIEMKGEWTLPSRYNKEGYFRIPYSFIKEAEHHCLLHSPIPVTCPVRLLHGMKDEIVPWQRSLQVADRIVSPDVDVILRKQGDHRMKEKADIHLLICTIDDLIDKLSTVVP. Result: 0 (no interaction). (2) The miRNA is hsa-miR-6788-3p with sequence UUCGCCACUUCCCUCCCUGCAG. The protein sequence of the target gene is MISPAWSLFLIGTKIGLFFQVAPLSVVAKSCPSVCRCDAGFIYCNDRSLTSIPVGIPEDATTLYLQNNQINNVGIPSDLKNLLKVQRIYLYHNSLDEFPTNLPKYVKELHLQENNIRTITYDSLSKIPYLEELHLDDNSVSAVSIEEGAFRDSNYLRLLFLSRNHLSTIPGGLPRTIEELRLDDNRISTISSPSLHGLTSLKRLVLDGNLLNNHGLGDKVFFNLVNLTELSLVRNSLTAAPVNLPGTSLRKLYLQDNHINRVPPNAFSYLRQLYRLDMSNNNLSNLPQGIFDDLDNITQL.... Result: 0 (no interaction). (3) The miRNA is hsa-miR-216a-5p with sequence UAAUCUCAGCUGGCAACUGUGA. The protein sequence of the target gene is MQSESGIVPDFEVGEEFHEEPKTYYELKSQPLKSSSSAEHPGASKPPISSSSMTSRILLRQQLMREQMQEQERREQQQKLQAAQFMQQRVPVSQTPAINVSVPTTLPSATQVPMEVLKVQTHLENPTKYHIQQAQRQQVKQYLSTTLANKHANQVLSLPCPNQPGDHVMPPVPGSSAPNSPMAMLTLNSNCEKEGFYKFEEQNRAESECPGMNTHSRASCMQMDDVIDDIISLESSYNEEILGLMDPALQMANTLPVSGNLIDLYGNQGLPPPGLTISNSCPANLPNIKRELTACIFPTE.... Result: 1 (interaction).